From a dataset of Full USPTO retrosynthesis dataset with 1.9M reactions from patents (1976-2016). Predict the reactants needed to synthesize the given product. Given the product [Cl:1][C:2]1[C:3]([O:30][C@@H:31]2[CH2:36][CH2:35][CH2:34][CH2:33][C@H:32]2[C:37]2[N:41]([CH2:42][O:43][CH2:44][CH2:45][O:46][CH3:47])[N:40]=[CH:39][CH:38]=2)=[CH:4][C:5]([F:29])=[C:6]([S:8]([NH:11][C:12]2[CH:17]=[CH:16][N:15]=[CH:14][N:13]=2)(=[O:10])=[O:9])[CH:7]=1, predict the reactants needed to synthesize it. The reactants are: [Cl:1][C:2]1[C:3]([O:30][C@@H:31]2[CH2:36][CH2:35][CH2:34][CH2:33][C@H:32]2[C:37]2[N:41]([CH2:42][O:43][CH2:44][CH2:45][O:46][CH3:47])[N:40]=[CH:39][CH:38]=2)=[CH:4][C:5]([F:29])=[C:6]([S:8]([N:11](CC2C=CC(OC)=CC=2OC)[C:12]2[CH:17]=[CH:16][N:15]=[CH:14][N:13]=2)(=[O:10])=[O:9])[CH:7]=1.C([SiH](CC)CC)C.FC(F)(F)C(O)=O.